From a dataset of Full USPTO retrosynthesis dataset with 1.9M reactions from patents (1976-2016). Predict the reactants needed to synthesize the given product. (1) Given the product [N:1]1([CH2:6][C:7]2[N:11]3[CH2:12][CH2:13][O:14][C:15]4[CH:20]=[CH:19][C:18]([C:51]#[C:50][C:48]([OH:52])([CH3:49])[CH3:47])=[CH:17][C:16]=4[C:10]3=[N:9][C:8]=2[C:22]([NH2:24])=[O:23])[CH:5]=[CH:4][CH:3]=[N:2]1, predict the reactants needed to synthesize it. The reactants are: [N:1]1([CH2:6][C:7]2[N:11]3[CH2:12][CH2:13][O:14][C:15]4[CH:20]=[CH:19][C:18](Br)=[CH:17][C:16]=4[C:10]3=[N:9][C:8]=2[C:22]([NH2:24])=[O:23])[CH:5]=[CH:4][CH:3]=[N:2]1.N1C(C(N)=O)=CN2C=1C1C=CC=CC=1OCC2.N1C=CC=N1.[CH3:47][C:48]([OH:52])([C:50]#[CH:51])[CH3:49]. (2) Given the product [F:49][C:46]1([F:50])[CH2:47][CH2:48][N:43]([S:40]([CH2:39][C:36]2[C:31]([C:32]([O:34][CH3:35])=[O:33])=[C:30]([O:51][CH3:52])[C:29]([C:23]3[CH:27]=[CH:26][O:25][CH:24]=3)=[CH:38][CH:37]=2)(=[O:42])=[O:41])[CH2:44][CH2:45]1, predict the reactants needed to synthesize it. The reactants are: C1(S(CC2C(C(OCC)=O)=C(O)C([C:23]3[CH:27]=[CH:26][O:25][CH:24]=3)=CC=2)(=O)=O)C=CC=CC=1.Br[C:29]1[C:30]([O:51][CH3:52])=[C:31]([C:36]([CH2:39][S:40]([N:43]2[CH2:48][CH2:47][C:46]([F:50])([F:49])[CH2:45][CH2:44]2)(=[O:42])=[O:41])=[CH:37][CH:38]=1)[C:32]([O:34][CH3:35])=[O:33]. (3) The reactants are: [NH:1]1[C:9]2[C:4](=[CH:5][CH:6]=[C:7]([C:10]#[N:11])[CH:8]=2)[CH:3]=[CH:2]1.[BH3-]C#N.[Na+]. Given the product [NH:1]1[C:9]2[C:4](=[CH:5][CH:6]=[C:7]([C:10]#[N:11])[CH:8]=2)[CH2:3][CH2:2]1, predict the reactants needed to synthesize it.